Predict the reaction yield, written as a fraction of the theoretical maximum amount of product (1.0 means a 100% yield; for example, 0.34 means a 34% yield). From a dataset of Reaction yield outcomes from USPTO patents with 853,638 reactions. (1) The reactants are [Si:1]([O:8][C@@H:9]([C@@H:11]([N:18]1[CH:26]=[N:25][C:24]2[C:19]1=[N:20][CH:21]=[N:22][C:23]=2Cl)[CH2:12][CH2:13][CH2:14][CH2:15][CH2:16][CH3:17])[CH3:10])([C:4]([CH3:7])([CH3:6])[CH3:5])([CH3:3])[CH3:2].[NH3:28].ClCCl.[CH3:32][OH:33]. No catalyst specified. The product is [Si:1]([O:8][C@@H:9]([C@@H:11]([N:18]1[CH:26]=[N:25][C:24]2[C:19]1=[N:20][CH:21]=[N:22][C:23]=2[NH2:28])[CH2:12][CH2:13][CH2:14][CH2:15][CH2:16][CH3:17])[CH3:10])([C:4]([CH3:7])([CH3:6])[CH3:5])([CH3:3])[CH3:2].[CH3:32][O:33][C:23]1[N:22]=[CH:21][N:20]=[C:19]2[C:24]=1[N:25]=[CH:26][NH:18]2. The yield is 0.720. (2) The reactants are Br[C:2]1[C:7]([O:8][CH2:9][C@@H:10]([NH:15][C:16](=[O:22])[O:17][C:18]([CH3:21])([CH3:20])[CH3:19])[CH2:11][CH:12]([CH3:14])[CH3:13])=[CH:6][C:5]2[O:23][CH:24]([CH3:31])[C:25]3[C:30]([C:4]=2[CH:3]=1)=[CH:29][CH:28]=[N:27][CH:26]=3.[NH:32]1CCC[C@H:33]1C(O)=O.[Cu]C#N. The catalyst is CN(C=O)C. The product is [C:33]([C:2]1[C:7]([O:8][CH2:9][C@@H:10]([NH:15][C:16](=[O:22])[O:17][C:18]([CH3:20])([CH3:19])[CH3:21])[CH2:11][CH:12]([CH3:13])[CH3:14])=[CH:6][C:5]2[O:23][CH:24]([CH3:31])[C:25]3[C:30]([C:4]=2[CH:3]=1)=[CH:29][CH:28]=[N:27][CH:26]=3)#[N:32]. The yield is 0.170.